From a dataset of Reaction yield outcomes from USPTO patents with 853,638 reactions. Predict the reaction yield, written as a fraction of the theoretical maximum amount of product (1.0 means a 100% yield; for example, 0.34 means a 34% yield). The reactants are [Cl:1][C:2]1[CH:7]=[CH:6][C:5]([C:8](=[NH:20])[NH:9][C:10]2[CH:15]=[CH:14][C:13]([S:16]([CH3:19])(=[O:18])=[O:17])=[CH:12][CH:11]=2)=[CH:4][CH:3]=1.C(=O)(O)[O-].[Na+].Br[CH2:27][C:28](=[O:33])[C:29]([F:32])([F:31])[F:30]. The catalyst is C(O)(C)C. The product is [Cl:1][C:2]1[CH:3]=[CH:4][C:5]([C:8]2[N:9]([C:10]3[CH:15]=[CH:14][C:13]([S:16]([CH3:19])(=[O:17])=[O:18])=[CH:12][CH:11]=3)[CH2:27][C:28]([OH:33])([C:29]([F:32])([F:31])[F:30])[N:20]=2)=[CH:6][CH:7]=1. The yield is 0.620.